This data is from Full USPTO retrosynthesis dataset with 1.9M reactions from patents (1976-2016). The task is: Predict the reactants needed to synthesize the given product. Given the product [Cl:17][C:18]1[CH:19]=[C:20]2[C:24](=[CH:25][CH:26]=1)[NH:23][C:22](=[O:27])[C:21]2=[CH:7][C:6]1[CH:5]=[C:4]([C:11]2[CH:16]=[CH:15][CH:14]=[CH:13][CH:12]=2)[C:3]([O:2][CH3:1])=[CH:10][CH:9]=1, predict the reactants needed to synthesize it. The reactants are: [CH3:1][O:2][C:3]1[CH:10]=[CH:9][C:6]([CH:7]=O)=[CH:5][C:4]=1[C:11]1[CH:16]=[CH:15][CH:14]=[CH:13][CH:12]=1.[Cl:17][C:18]1[CH:19]=[C:20]2[C:24](=[CH:25][CH:26]=1)[NH:23][C:22](=[O:27])[CH2:21]2.